Dataset: NCI-60 drug combinations with 297,098 pairs across 59 cell lines. Task: Regression. Given two drug SMILES strings and cell line genomic features, predict the synergy score measuring deviation from expected non-interaction effect. (1) Drug 1: CC1=C2C(C(=O)C3(C(CC4C(C3C(C(C2(C)C)(CC1OC(=O)C(C(C5=CC=CC=C5)NC(=O)OC(C)(C)C)O)O)OC(=O)C6=CC=CC=C6)(CO4)OC(=O)C)O)C)O. Drug 2: C(CC(=O)O)C(=O)CN.Cl. Cell line: PC-3. Synergy scores: CSS=16.5, Synergy_ZIP=-6.67, Synergy_Bliss=-0.770, Synergy_Loewe=-8.54, Synergy_HSA=-1.21. (2) Drug 1: CC1CCC2CC(C(=CC=CC=CC(CC(C(=O)C(C(C(=CC(C(=O)CC(OC(=O)C3CCCCN3C(=O)C(=O)C1(O2)O)C(C)CC4CCC(C(C4)OC)OCCO)C)C)O)OC)C)C)C)OC. Drug 2: CC1C(C(CC(O1)OC2CC(CC3=C2C(=C4C(=C3O)C(=O)C5=CC=CC=C5C4=O)O)(C(=O)C)O)N)O. Cell line: OVCAR3. Synergy scores: CSS=43.4, Synergy_ZIP=1.92, Synergy_Bliss=2.05, Synergy_Loewe=4.38, Synergy_HSA=5.26. (3) Drug 1: COC1=C2C(=CC3=C1OC=C3)C=CC(=O)O2. Drug 2: C1CN(P(=O)(OC1)NCCCl)CCCl. Cell line: SK-OV-3. Synergy scores: CSS=-8.91, Synergy_ZIP=2.01, Synergy_Bliss=-2.56, Synergy_Loewe=-6.69, Synergy_HSA=-6.40. (4) Drug 1: C1CCC(CC1)NC(=O)N(CCCl)N=O. Drug 2: CCC1(CC2CC(C3=C(CCN(C2)C1)C4=CC=CC=C4N3)(C5=C(C=C6C(=C5)C78CCN9C7C(C=CC9)(C(C(C8N6C=O)(C(=O)OC)O)OC(=O)C)CC)OC)C(=O)OC)O.OS(=O)(=O)O. Cell line: HT29. Synergy scores: CSS=38.1, Synergy_ZIP=-1.16, Synergy_Bliss=0.0150, Synergy_Loewe=-27.5, Synergy_HSA=0.114. (5) Drug 1: C1=NC2=C(N1)C(=S)N=C(N2)N. Synergy scores: CSS=1.75, Synergy_ZIP=1.13, Synergy_Bliss=-2.94, Synergy_Loewe=-37.6, Synergy_HSA=-7.27. Drug 2: COC1=NC(=NC2=C1N=CN2C3C(C(C(O3)CO)O)O)N. Cell line: HS 578T. (6) Drug 1: CC1=C2C(C(=O)C3(C(CC4C(C3C(C(C2(C)C)(CC1OC(=O)C(C(C5=CC=CC=C5)NC(=O)C6=CC=CC=C6)O)O)OC(=O)C7=CC=CC=C7)(CO4)OC(=O)C)O)C)OC(=O)C. Drug 2: C(CCl)NC(=O)N(CCCl)N=O. Cell line: BT-549. Synergy scores: CSS=38.9, Synergy_ZIP=-4.78, Synergy_Bliss=-7.35, Synergy_Loewe=-36.0, Synergy_HSA=-5.27. (7) Drug 1: CC1=C2C(C(=O)C3(C(CC4C(C3C(C(C2(C)C)(CC1OC(=O)C(C(C5=CC=CC=C5)NC(=O)C6=CC=CC=C6)O)O)OC(=O)C7=CC=CC=C7)(CO4)OC(=O)C)O)C)OC(=O)C. Drug 2: C1=CC=C(C=C1)NC(=O)CCCCCCC(=O)NO. Cell line: NCIH23. Synergy scores: CSS=57.5, Synergy_ZIP=0.106, Synergy_Bliss=-0.423, Synergy_Loewe=-3.24, Synergy_HSA=0.823.